This data is from Forward reaction prediction with 1.9M reactions from USPTO patents (1976-2016). The task is: Predict the product of the given reaction. (1) Given the reactants [H-].[Na+].[O:3]=[C:4]([CH3:11])[CH2:5][C:6]([O:8][CH2:9][CH3:10])=[O:7].Cl[C:13]1[CH:18]=[CH:17][C:16]([N+:19]([O-:21])=[O:20])=[CH:15][C:14]=1[N+:22]([O-:24])=[O:23].Cl, predict the reaction product. The product is: [N+:19]([C:16]1[CH:15]=[C:14]([N+:22]([O-:24])=[O:23])[CH:13]=[CH:18][C:17]=1[CH:5]([C:4](=[O:3])[CH3:11])[C:6]([O:8][CH2:9][CH3:10])=[O:7])([O-:21])=[O:20]. (2) Given the reactants [C:1]([C:5]1[O:6][CH2:7][C:8](=[O:40])[N:9]([CH2:11][C:12]2[CH:17]=[CH:16][C:15]([CH:18]([CH:35]3[CH2:39][CH2:38][CH2:37][CH2:36]3)[C:19]([NH:21][C:22]3[CH:30]=[CH:29][CH:28]=[C:27]4[C:23]=3[CH2:24][CH:25]([C:31]([O:33]C)=[O:32])[CH2:26]4)=[O:20])=[CH:14][CH:13]=2)[N:10]=1)([CH3:4])([CH3:3])[CH3:2].[OH-].[Na+].Cl, predict the reaction product. The product is: [C:1]([C:5]1[O:6][CH2:7][C:8](=[O:40])[N:9]([CH2:11][C:12]2[CH:13]=[CH:14][C:15]([CH:18]([CH:35]3[CH2:39][CH2:38][CH2:37][CH2:36]3)[C:19]([NH:21][C:22]3[CH:30]=[CH:29][CH:28]=[C:27]4[C:23]=3[CH2:24][CH:25]([C:31]([OH:33])=[O:32])[CH2:26]4)=[O:20])=[CH:16][CH:17]=2)[N:10]=1)([CH3:4])([CH3:2])[CH3:3].